Task: Regression. Given two drug SMILES strings and cell line genomic features, predict the synergy score measuring deviation from expected non-interaction effect.. Dataset: NCI-60 drug combinations with 297,098 pairs across 59 cell lines Drug 1: CCC1(CC2CC(C3=C(CCN(C2)C1)C4=CC=CC=C4N3)(C5=C(C=C6C(=C5)C78CCN9C7C(C=CC9)(C(C(C8N6C)(C(=O)OC)O)OC(=O)C)CC)OC)C(=O)OC)O.OS(=O)(=O)O. Drug 2: CC(C)CN1C=NC2=C1C3=CC=CC=C3N=C2N. Cell line: U251. Synergy scores: CSS=3.03, Synergy_ZIP=-0.324, Synergy_Bliss=-0.681, Synergy_Loewe=1.45, Synergy_HSA=-0.783.